This data is from Full USPTO retrosynthesis dataset with 1.9M reactions from patents (1976-2016). The task is: Predict the reactants needed to synthesize the given product. (1) Given the product [CH3:14][O:15][C:16]1[CH:21]=[CH:20][C:19]([C:2]2[CH:10]=[CH:9][CH:8]=[C:7]3[C:3]=2[C:4]([CH:12]=[O:13])=[CH:5][N:6]3[CH3:11])=[CH:18][CH:17]=1, predict the reactants needed to synthesize it. The reactants are: Br[C:2]1[CH:10]=[CH:9][CH:8]=[C:7]2[C:3]=1[C:4]([CH:12]=[O:13])=[CH:5][N:6]2[CH3:11].[CH3:14][O:15][C:16]1[CH:21]=[CH:20][C:19](B2OC(C)(C)C(C)(C)O2)=[CH:18][CH:17]=1.C(COC)OC.C(=O)([O-])[O-].[Na+].[Na+]. (2) Given the product [CH:1]1([N:4]2[C:13]3[C:8](=[CH:9][C:10]([F:20])=[C:11]([N:14]4[CH2:19][CH2:18][N:17]([C:31](=[O:35])[C:32]([CH3:34])=[CH2:33])[CH2:16][CH2:15]4)[CH:12]=3)[C:7](=[O:21])[C:6]([C:22]([OH:24])=[O:23])=[CH:5]2)[CH2:2][CH2:3]1, predict the reactants needed to synthesize it. The reactants are: [CH:1]1([N:4]2[C:13]3[C:8](=[CH:9][C:10]([F:20])=[C:11]([N:14]4[CH2:19][CH2:18][NH:17][CH2:16][CH2:15]4)[CH:12]=3)[C:7](=[O:21])[C:6]([C:22]([OH:24])=[O:23])=[CH:5]2)[CH2:3][CH2:2]1.N1C=CC=CC=1.[C:31](Cl)(=[O:35])[C:32]([CH3:34])=[CH2:33]. (3) Given the product [CH:32]1([C:29]2[N:30]=[CH:31][C:26]([O:25][C@H:23]3[CH2:22][N:19]4[CH2:20][CH2:21][N:16]([C:14](=[O:15])[CH:13]([N:48]5[CH2:49][CH2:50][C:46]([F:51])([F:45])[CH2:47]5)[C:35]5[CH:36]=[CH:37][CH:38]=[C:3]([C:2]([F:7])([F:6])[F:1])[CH:40]=5)[CH2:17][C@@H:18]4[CH2:24]3)=[N:27][CH:28]=2)[CH2:33][CH2:34]1, predict the reactants needed to synthesize it. The reactants are: [F:1][C:2]([F:7])([F:6])[C:3](O)=O.CS(O[CH:13]([C:35]1[CH:40]=C[C:38](C(F)(F)F)=[CH:37][CH:36]=1)[C:14]([N:16]1[CH2:21][CH2:20][N:19]2[CH2:22][C@H:23]([O:25][C:26]3[CH:31]=[N:30][C:29]([CH:32]4[CH2:34][CH2:33]4)=[CH:28][N:27]=3)[CH2:24][C@H:18]2[CH2:17]1)=[O:15])(=O)=O.[F:45][C:46]1([F:51])[CH2:50][CH2:49][NH:48][CH2:47]1.C(N)C.